Predict the reaction yield, written as a fraction of the theoretical maximum amount of product (1.0 means a 100% yield; for example, 0.34 means a 34% yield). From a dataset of Reaction yield outcomes from USPTO patents with 853,638 reactions. (1) The reactants are [Br:1][C:2]1[CH:3]=[C:4]([N+:13]([O-])=O)[C:5]([CH3:12])=[C:6]([CH:11]=1)[C:7]([O:9][CH3:10])=[O:8].[Cl-].[NH4+].O. The catalyst is CO.[Fe]. The product is [NH2:13][C:4]1[C:5]([CH3:12])=[C:6]([CH:11]=[C:2]([Br:1])[CH:3]=1)[C:7]([O:9][CH3:10])=[O:8]. The yield is 0.510. (2) The reactants are [C:1]([O:5][C:6](=[O:16])[N:7]([CH3:15])[CH:8]1[CH2:13][CH2:12][C:11](=O)[CH2:10][CH2:9]1)([CH3:4])([CH3:3])[CH3:2].[Br-].[C:18]([CH2:21][CH2:22][CH2:23][CH2:24][P+](C1C=CC=CC=1)(C1C=CC=CC=1)C1C=CC=CC=1)([OH:20])=[O:19].[H-].[Na+].CC(O)=O. The catalyst is CN(C=O)C. The product is [C:1]([O:5][C:6]([N:7]([CH3:15])[CH:8]1[CH2:13][CH2:12][C:11](=[CH:24][CH2:23][CH2:22][CH2:21][C:18]([OH:20])=[O:19])[CH2:10][CH2:9]1)=[O:16])([CH3:4])([CH3:3])[CH3:2]. The yield is 0.830. (3) The reactants are [F:1][C:2]1[CH:10]=[C:9]2[C:5]([C:6]([C:12]3[N:13]=[C:14]4[C:20]([C:21](O)=[O:22])=[CH:19][N:18]([CH2:24][O:25][CH2:26][CH2:27][Si:28]([CH3:31])([CH3:30])[CH3:29])[C:15]4=[N:16][CH:17]=3)=[N:7][N:8]2[CH3:11])=[CH:4][CH:3]=1.Cl.[F:33][C:34]([F:46])([F:45])[O:35][C:36]1[CH:37]=[C:38]([C@@H:42]([NH2:44])[CH3:43])[CH:39]=[CH:40][CH:41]=1.C(N(CC)C(C)C)(C)C.CN(C(ON1N=NC2C=CC=NC1=2)=[N+](C)C)C.F[P-](F)(F)(F)(F)F. The catalyst is O.CN(C=O)C. The product is [F:33][C:34]([F:45])([F:46])[O:35][C:36]1[CH:37]=[C:38]([C@@H:42]([NH:44][C:21]([C:20]2[C:14]3[C:15](=[N:16][CH:17]=[C:12]([C:6]4[C:5]5[C:9](=[CH:10][C:2]([F:1])=[CH:3][CH:4]=5)[N:8]([CH3:11])[N:7]=4)[N:13]=3)[N:18]([CH2:24][O:25][CH2:26][CH2:27][Si:28]([CH3:29])([CH3:31])[CH3:30])[CH:19]=2)=[O:22])[CH3:43])[CH:39]=[CH:40][CH:41]=1. The yield is 0.890. (4) The reactants are [Cl:1][C:2]1[CH:3]=[C:4]2[C:9](=[CH:10][CH:11]=1)[N:8]=[C:7]([NH:12][C:13](=[O:17])OCC)[C:6]([O:18][CH3:19])=[N:5]2.[N:20]1[CH:25]=[CH:24][CH:23]=[N:22][C:21]=1[N:26]1[CH2:31][CH2:30][NH:29][CH2:28][CH2:27]1. No catalyst specified. The product is [Cl:1][C:2]1[CH:3]=[C:4]2[C:9](=[CH:10][CH:11]=1)[N:8]=[C:7]([NH:12][C:13]([N:29]1[CH2:30][CH2:31][N:26]([C:21]3[N:20]=[CH:25][CH:24]=[CH:23][N:22]=3)[CH2:27][CH2:28]1)=[O:17])[C:6]([O:18][CH3:19])=[N:5]2. The yield is 0.900. (5) The reactants are Cl[C:2]1[CH:7]=[CH:6][C:5]2=[N:8][C:9]3[C:22]4[CH:21]=[CH:20][CH:19]=[CH:18][C:17]=4[N:16]([CH3:23])[C:15]4[C:10]=3[C:11]([CH:12]=[C:13]([CH2:24][CH2:25][CH2:26][O:27][C:28](=[O:30])[CH3:29])[CH:14]=4)=[C:4]2[CH:3]=1.[C:31]([N:35]1[CH2:40][CH2:39][O:38][CH2:37][CH2:36]1)(=[O:34])[CH:32]=[CH2:33]. No catalyst specified. The product is [N:35]1([C:31](=[O:34])/[CH:32]=[CH:33]/[C:2]2[CH:7]=[CH:6][C:5]3=[N:8][C:9]4[C:22]5[CH:21]=[CH:20][CH:19]=[CH:18][C:17]=5[N:16]([CH3:23])[C:15]5[C:10]=4[C:11]([CH:12]=[C:13]([CH2:24][CH2:25][CH2:26][O:27][C:28](=[O:30])[CH3:29])[CH:14]=5)=[C:4]3[CH:3]=2)[CH2:40][CH2:39][O:38][CH2:37][CH2:36]1. The yield is 0.830. (6) The reactants are [C:1]([NH:4][C:5]1[NH:6][C:7](=[O:33])[C:8]2[S:13][C:12](=[O:14])[N:11]([C@@H:15]3[O:27][C@H:26]([CH2:28][O:29][C:30](=[O:32])[CH3:31])[C@@H:21]([O:22][C:23](=[O:25])[CH3:24])[C@H:16]3[O:17][C:18](=[O:20])[CH3:19])[C:9]=2[N:10]=1)(=[O:3])[CH3:2].[CH:34]([C:37]1[CH:42]=[C:41]([CH:43]([CH3:45])[CH3:44])[CH:40]=[C:39]([CH:46]([CH3:48])[CH3:47])[C:38]=1[S:49](Cl)(=[O:51])=[O:50])([CH3:36])[CH3:35]. The catalyst is C(Cl)Cl.CN(C1C=CN=CC=1)C. The product is [C:1]([NH:4][C:5]1[N:6]=[C:7]([O:33][S:49]([C:38]2[C:39]([CH:46]([CH3:47])[CH3:48])=[CH:40][C:41]([CH:43]([CH3:45])[CH3:44])=[CH:42][C:37]=2[CH:34]([CH3:36])[CH3:35])(=[O:51])=[O:50])[C:8]2[S:13][C:12](=[O:14])[N:11]([C@@H:15]3[O:27][C@H:26]([CH2:28][O:29][C:30](=[O:32])[CH3:31])[C@@H:21]([O:22][C:23](=[O:25])[CH3:24])[C@H:16]3[O:17][C:18](=[O:20])[CH3:19])[C:9]=2[N:10]=1)(=[O:3])[CH3:2]. The yield is 0.920. (7) The reactants are [CH3:1][C:2]1[CH:7]=[CH:6][N:5]=[C:4]([NH2:8])[C:3]=1[NH2:9].[F:10][C:11]1[CH:19]=[C:18]([F:20])[CH:17]=[CH:16][C:12]=1[C:13](O)=O.[OH-].[Na+]. The catalyst is O. The product is [F:10][C:11]1[CH:19]=[C:18]([F:20])[CH:17]=[CH:16][C:12]=1[C:13]1[NH:8][C:4]2=[N:5][CH:6]=[CH:7][C:2]([CH3:1])=[C:3]2[N:9]=1. The yield is 0.130. (8) The reactants are CS(O[CH2:6][CH2:7][N:8]1[CH2:12][CH2:11][N:10]([CH2:13][CH2:14][CH2:15][N:16]2[CH2:21][CH2:20][CH2:19][CH2:18][CH2:17]2)[C:9]1=[C:22]([C:25]#[N:26])[C:23]#[N:24])(=O)=O.[CH2:27]([NH:29][CH2:30][CH3:31])[CH3:28].[I-].[Na+].O. The catalyst is O1CCOCC1. The product is [CH2:27]([N:29]([CH2:30][CH3:31])[CH2:6][CH2:7][N:8]1[CH2:12][CH2:11][N:10]([CH2:13][CH2:14][CH2:15][N:16]2[CH2:21][CH2:20][CH2:19][CH2:18][CH2:17]2)[C:9]1=[C:22]([C:25]#[N:26])[C:23]#[N:24])[CH3:28]. The yield is 0.154. (9) The reactants are [CH3:1][O:2][C:3]([C@@H:5]1[C@@H:10]2[CH2:11][C@@H:7]([CH:8]=[CH:9]2)[C@@H:6]1C(O)=O)=[O:4].C([N:17](CC)CC)C.Cl[C:23]([O:25][CH2:26][CH3:27])=[O:24].[N-]=[N+]=[N-].[Na+].[CH2:32](O)[C:33]1C=C[CH:36]=[CH:35][CH:34]=1. The catalyst is O1CCCC1.O.C1C=CC=CC=1.ClCCl. The product is [CH2:26]([O:25][C:23]([NH:17][C@H:6]1[C@H:7]2[CH2:11][C@H:10]([CH:9]=[CH:8]2)[C@H:5]1[C:3]([O:2][CH3:1])=[O:4])=[O:24])[C:27]1[CH:36]=[CH:35][CH:34]=[CH:33][CH:32]=1. The yield is 0.770.